From a dataset of Catalyst prediction with 721,799 reactions and 888 catalyst types from USPTO. Predict which catalyst facilitates the given reaction. Reactant: [CH2:1]([C:7]1[CH:11]=[CH:10][S:9][CH:8]=1)[CH2:2][CH2:3][CH2:4][CH2:5][CH3:6].[Br:12]N1C(=O)CCC1=O.O.CCCCCC. Product: [Br:12][C:8]1[S:9][CH:10]=[CH:11][C:7]=1[CH2:1][CH2:2][CH2:3][CH2:4][CH2:5][CH3:6]. The catalyst class is: 9.